Dataset: Reaction yield outcomes from USPTO patents with 853,638 reactions. Task: Predict the reaction yield, written as a fraction of the theoretical maximum amount of product (1.0 means a 100% yield; for example, 0.34 means a 34% yield). (1) The reactants are [NH2:1][C:2]1[N:3]([CH3:22])[C:4](=[O:21])[C:5]([C:14]2[CH:19]=[CH:18][CH:17]=[C:16](Br)[CH:15]=2)([C:7]2[CH:12]=[CH:11][N:10]=[C:9]([Cl:13])[CH:8]=2)[N:6]=1.[CH3:23][S:24]([O:27][C:28]1[CH:33]=[C:32](B2OC(C)(C)C(C)(C)O2)[CH:31]=[C:30]([Cl:43])[CH:29]=1)(=[O:26])=[O:25].C(=O)([O-])[O-].[K+].[K+].O. The catalyst is O1CCCC1. The product is [ClH:13].[CH3:23][S:24]([O:27][C:28]1[CH:33]=[C:32]([C:16]2[CH:17]=[CH:18][CH:19]=[C:14]([C:5]3([C:7]4[CH:12]=[CH:11][N:10]=[C:9]([Cl:13])[CH:8]=4)[C:4](=[O:21])[N:3]([CH3:22])[C:2]([NH2:1])=[N:6]3)[CH:15]=2)[CH:31]=[C:30]([Cl:43])[CH:29]=1)(=[O:25])=[O:26]. The yield is 0.250. (2) The reactants are [C:1]([O:5][C:6]([NH:8][CH:9]([C:11]([OH:13])=O)[CH3:10])=[O:7])([CH3:4])([CH3:3])[CH3:2].C(N(CC)CC)C.C(Cl)(=O)OCC(C)C.[NH2:29][C:30]1[CH:31]=[C:32]([CH:37]=[CH:38][C:39]=1[OH:40])[C:33]([O:35][CH3:36])=[O:34]. The catalyst is C1COCC1.C(OCC)(=O)C. The product is [C:1]([O:5][C:6]([NH:8][C@H:9]([C:11]([NH:29][C:30]1[CH:31]=[C:32]([CH:37]=[CH:38][C:39]=1[OH:40])[C:33]([O:35][CH3:36])=[O:34])=[O:13])[CH3:10])=[O:7])([CH3:2])([CH3:3])[CH3:4]. The yield is 0.420. (3) The reactants are Cl[C:2]1[CH:7]=[CH:6][C:5]([O:8][CH3:9])=[CH:4][CH:3]=1.[NH:10]1[CH2:14][CH2:13][CH2:12][CH2:11]1.CC([O-])(C)C.[Na+]. The catalyst is C1C=CC(/C=C/C(/C=C/C2C=CC=CC=2)=O)=CC=1.C1C=CC(/C=C/C(/C=C/C2C=CC=CC=2)=O)=CC=1.C1C=CC(/C=C/C(/C=C/C2C=CC=CC=2)=O)=CC=1.[Pd].[Pd].C1(C)C=CC=CC=1. The product is [CH3:9][O:8][C:5]1[CH:6]=[CH:7][C:2]([N:10]2[CH2:14][CH2:13][CH2:12][CH2:11]2)=[CH:3][CH:4]=1. The yield is 0.950. (4) The reactants are [F:1][C:2]1[C:3]2[N:4]([CH:20]=[N:21][CH:22]=2)[C:5]([NH:11][C:12]2[CH:17]=[CH:16][C:15]([I:18])=[CH:14][C:13]=2[F:19])=[C:6]([C:8](O)=[O:9])[CH:7]=1.CN(C(ON1N=NC2C=CC=NC1=2)=[N+](C)C)C.F[P-](F)(F)(F)(F)F.CCN(C(C)C)C(C)C.Cl.[OH:57][C@@H:58]([CH3:62])[CH2:59][O:60][NH-:61]. The catalyst is C1COCC1. The product is [OH:57][C@@H:58]([CH3:62])[CH2:59][O:60][NH:61][C:8]([C:6]1[CH:7]=[C:2]([F:1])[C:3]2[N:4]([CH:20]=[N:21][CH:22]=2)[C:5]=1[NH:11][C:12]1[CH:17]=[CH:16][C:15]([I:18])=[CH:14][C:13]=1[F:19])=[O:9]. The yield is 0.0800.